The task is: Predict the reactants needed to synthesize the given product.. This data is from Full USPTO retrosynthesis dataset with 1.9M reactions from patents (1976-2016). (1) The reactants are: C[O:2][C:3](=[O:31])[C:4]1[CH:9]=[CH:8][CH:7]=[C:6]([CH2:10][N:11]2[C:19]3[C:14](=[CH:15][C:16]([C:20]([OH:29])([C:25]([F:28])([F:27])[F:26])[C:21]([F:24])([F:23])[F:22])=[CH:17][CH:18]=3)[CH2:13][CH:12]2[CH3:30])[CH:5]=1.[Li+].[OH-]. Given the product [CH3:30][CH:12]1[CH2:13][C:14]2[C:19](=[CH:18][CH:17]=[C:16]([C:20]([OH:29])([C:21]([F:24])([F:23])[F:22])[C:25]([F:27])([F:28])[F:26])[CH:15]=2)[N:11]1[CH2:10][C:6]1[CH:5]=[C:4]([CH:9]=[CH:8][CH:7]=1)[C:3]([OH:31])=[O:2], predict the reactants needed to synthesize it. (2) The reactants are: Cl[C:2]1[CH:7]=[CH:6][N:5]2[N:8]=[CH:9][CH:10]=[C:4]2[N:3]=1.[CH3:11][O:12][CH2:13][CH2:14][NH2:15]. Given the product [CH3:11][O:12][CH2:13][CH2:14][NH:15][C:2]1[CH:7]=[CH:6][N:5]2[N:8]=[CH:9][CH:10]=[C:4]2[N:3]=1, predict the reactants needed to synthesize it. (3) Given the product [C:1]([C:3]1[C:4]([C:20]2[S:21][CH:22]=[CH:23][CH:24]=2)=[N:5][C:6]([NH:9][C:10]2[CH:11]=[CH:12][C:13]([O:16][CH2:17][CH2:18][O:19][S:31]([C:28]3[CH:29]=[CH:30][C:25]([CH3:35])=[CH:26][CH:27]=3)(=[O:33])=[O:32])=[CH:14][CH:15]=2)=[N:7][CH:8]=1)#[N:2], predict the reactants needed to synthesize it. The reactants are: [C:1]([C:3]1[C:4]([C:20]2[S:21][CH:22]=[CH:23][CH:24]=2)=[N:5][C:6]([NH:9][C:10]2[CH:15]=[CH:14][C:13]([O:16][CH2:17][CH2:18][OH:19])=[CH:12][CH:11]=2)=[N:7][CH:8]=1)#[N:2].[C:25]1([CH3:35])[CH:30]=[CH:29][C:28]([S:31](Cl)(=[O:33])=[O:32])=[CH:27][CH:26]=1. (4) Given the product [Si:13]([O:20][CH2:21][CH2:22][CH2:23][CH2:24][N:25]1[C:26]2[C:35]3[CH:34]=[CH:33][CH:32]=[CH:31][C:30]=3[N:29]=[C:28]([Cl:36])[C:27]=2[N:37]=[C:1]1[OH:2])([C:16]([CH3:19])([CH3:18])[CH3:17])([CH3:15])[CH3:14], predict the reactants needed to synthesize it. The reactants are: [C:1](N1C=CN=C1)(N1C=CN=C1)=[O:2].[Si:13]([O:20][CH2:21][CH2:22][CH2:23][CH2:24][NH:25][C:26]1[C:35]2[C:30](=[CH:31][CH:32]=[CH:33][CH:34]=2)[N:29]=[C:28]([Cl:36])[C:27]=1[NH2:37])([C:16]([CH3:19])([CH3:18])[CH3:17])([CH3:15])[CH3:14].C1COCC1. (5) Given the product [C:37]([C:34]1[CH:35]=[CH:36][N:32]([CH2:31][C:28]2[O:29][CH:30]=[C:26]([NH:9][C:10]([C:12]3[N:13]=[C:14]([CH:23]4[CH2:24][CH2:25]4)[S:15][C:16]=3[C:17]3[CH:18]=[CH:19][CH:20]=[CH:21][CH:22]=3)=[O:11])[N:27]=2)[N:33]=1)(=[O:39])[CH3:38], predict the reactants needed to synthesize it. The reactants are: N#N.C(OC(=O)[N:9]([C:26]1[N:27]=[C:28]([CH2:31][N:32]2[CH:36]=[CH:35][C:34]([C:37](=[O:39])[CH3:38])=[N:33]2)[O:29][CH:30]=1)[C:10]([C:12]1[N:13]=[C:14]([CH:23]2[CH2:25][CH2:24]2)[S:15][C:16]=1[C:17]1[CH:22]=[CH:21][CH:20]=[CH:19][CH:18]=1)=[O:11])(C)(C)C.FC(F)(F)C(O)=O. (6) Given the product [CH:1]1([CH:4]([N:8]2[CH:12]=[C:11]([C:13]3[N:18]4[C:19]([I:28])=[CH:20][N:21]=[C:17]4[CH:16]=[C:15]([C:22]4[CH:23]=[N:24][N:25]([CH3:27])[CH:26]=4)[N:14]=3)[CH:10]=[N:9]2)[CH2:5][C:6]#[N:7])[CH2:3][CH2:2]1, predict the reactants needed to synthesize it. The reactants are: [CH:1]1([CH:4]([N:8]2[CH:12]=[C:11]([C:13]3[N:18]4[CH:19]=[CH:20][N:21]=[C:17]4[CH:16]=[C:15]([C:22]4[CH:23]=[N:24][N:25]([CH3:27])[CH:26]=4)[N:14]=3)[CH:10]=[N:9]2)[CH2:5][C:6]#[N:7])[CH2:3][CH2:2]1.[I:28]N1C(=O)CCC1=O.C(Cl)Cl. (7) Given the product [CH2:21]([O:20][C:5]1[C:6]([C:7](=[O:8])[NH:9][CH2:10][CH2:11][CH2:12][N:13]2[CH2:17][CH2:16][CH2:15][C:14]2=[O:18])=[CH:19][C:2]([NH:1][C:50]([C:46]2[O:45][CH:49]=[CH:48][CH:47]=2)=[O:51])=[C:3]([N:23]2[CH2:24][CH2:25][N:26]([C:29]3[CH:34]=[CH:33][CH:32]=[CH:31][C:30]=3[CH3:35])[CH2:27][CH2:28]2)[CH:4]=1)[CH3:22], predict the reactants needed to synthesize it. The reactants are: [NH2:1][C:2]1[C:3]([N:23]2[CH2:28][CH2:27][N:26]([C:29]3[CH:34]=[CH:33][CH:32]=[CH:31][C:30]=3[CH3:35])[CH2:25][CH2:24]2)=[CH:4][C:5]([O:20][CH2:21][CH3:22])=[C:6]([CH:19]=1)[C:7]([NH:9][CH2:10][CH2:11][CH2:12][N:13]1[CH2:17][CH2:16][CH2:15][C:14]1=[O:18])=[O:8].C(N(CC)C(C)C)(C)C.[O:45]1[CH:49]=[CH:48][CH:47]=[C:46]1[C:50](Cl)=[O:51]. (8) Given the product [ClH:41].[CH2:1]([O:3][C:4]1[C:37]([CH:38]([CH3:39])[CH3:40])=[CH:36][CH:35]=[CH:34][C:5]=1[CH2:6][N:7]([CH3:33])[C:8](=[O:32])/[CH:9]=[CH:10]/[C:11]1[CH:31]=[N:30][C:14]2[NH:15][C:16](=[O:29])[CH2:17][NH:18][CH2:19][C:13]=2[CH:12]=1)[CH3:2], predict the reactants needed to synthesize it. The reactants are: [CH2:1]([O:3][C:4]1[C:37]([CH:38]([CH3:40])[CH3:39])=[CH:36][CH:35]=[CH:34][C:5]=1[CH2:6][N:7]([CH3:33])[C:8](=[O:32])[CH:9]=[CH:10][C:11]1[CH:31]=[N:30][C:14]2[NH:15][C:16](=[O:29])[CH2:17][N:18](CC3C=CC(OC)=CC=3)[CH2:19][C:13]=2[CH:12]=1)[CH3:2].[Cl:41]C(OC(Cl)C)=O.